The task is: Regression. Given two drug SMILES strings and cell line genomic features, predict the synergy score measuring deviation from expected non-interaction effect.. This data is from NCI-60 drug combinations with 297,098 pairs across 59 cell lines. (1) Drug 1: CS(=O)(=O)C1=CC(=C(C=C1)C(=O)NC2=CC(=C(C=C2)Cl)C3=CC=CC=N3)Cl. Drug 2: C1CC(C1)(C(=O)O)C(=O)O.[NH2-].[NH2-].[Pt+2]. Cell line: NCI/ADR-RES. Synergy scores: CSS=22.9, Synergy_ZIP=-4.55, Synergy_Bliss=5.85, Synergy_Loewe=5.74, Synergy_HSA=7.00. (2) Drug 1: CC12CCC(CC1=CCC3C2CCC4(C3CC=C4C5=CN=CC=C5)C)O. Drug 2: C1CNP(=O)(OC1)N(CCCl)CCCl. Cell line: OVCAR-8. Synergy scores: CSS=3.28, Synergy_ZIP=-0.555, Synergy_Bliss=0.841, Synergy_Loewe=-5.06, Synergy_HSA=-0.454. (3) Drug 1: CCCCCOC(=O)NC1=NC(=O)N(C=C1F)C2C(C(C(O2)C)O)O. Drug 2: CNC(=O)C1=NC=CC(=C1)OC2=CC=C(C=C2)NC(=O)NC3=CC(=C(C=C3)Cl)C(F)(F)F. Cell line: M14. Synergy scores: CSS=-2.38, Synergy_ZIP=0.969, Synergy_Bliss=-0.119, Synergy_Loewe=-0.803, Synergy_HSA=-1.01. (4) Drug 1: C1=CC(=CC=C1CC(C(=O)O)N)N(CCCl)CCCl.Cl. Drug 2: CC1=C(C=C(C=C1)C(=O)NC2=CC(=CC(=C2)C(F)(F)F)N3C=C(N=C3)C)NC4=NC=CC(=N4)C5=CN=CC=C5. Cell line: BT-549. Synergy scores: CSS=2.30, Synergy_ZIP=-1.17, Synergy_Bliss=-2.59, Synergy_Loewe=-9.33, Synergy_HSA=-8.58. (5) Drug 1: CC1C(C(CC(O1)OC2CC(CC3=C2C(=C4C(=C3O)C(=O)C5=CC=CC=C5C4=O)O)(C(=O)C)O)N)O. Drug 2: CC1C(C(CC(O1)OC2CC(CC3=C2C(=C4C(=C3O)C(=O)C5=C(C4=O)C(=CC=C5)OC)O)(C(=O)CO)O)N)O.Cl. Cell line: SF-295. Synergy scores: CSS=55.3, Synergy_ZIP=-2.74, Synergy_Bliss=-3.12, Synergy_Loewe=0.361, Synergy_HSA=1.84. (6) Drug 1: C1=CC(=C2C(=C1NCCNCCO)C(=O)C3=C(C=CC(=C3C2=O)O)O)NCCNCCO. Drug 2: COC1=NC(=NC2=C1N=CN2C3C(C(C(O3)CO)O)O)N. Cell line: SR. Synergy scores: CSS=65.7, Synergy_ZIP=9.27, Synergy_Bliss=9.10, Synergy_Loewe=-18.2, Synergy_HSA=8.12. (7) Drug 1: C1=CC(=CC=C1CCCC(=O)O)N(CCCl)CCCl. Drug 2: CC1C(C(CC(O1)OC2CC(CC3=C2C(=C4C(=C3O)C(=O)C5=C(C4=O)C(=CC=C5)OC)O)(C(=O)CO)O)N)O.Cl. Cell line: MOLT-4. Synergy scores: CSS=57.4, Synergy_ZIP=-3.35, Synergy_Bliss=-3.90, Synergy_Loewe=-5.62, Synergy_HSA=0.176. (8) Drug 1: C1CN1C2=NC(=NC(=N2)N3CC3)N4CC4. Drug 2: C1=C(C(=O)NC(=O)N1)F. Cell line: SF-539. Synergy scores: CSS=63.1, Synergy_ZIP=-4.43, Synergy_Bliss=-5.24, Synergy_Loewe=0.843, Synergy_HSA=2.55. (9) Drug 1: C1CCC(C(C1)N)N.C(=O)(C(=O)[O-])[O-].[Pt+4]. Drug 2: N.N.Cl[Pt+2]Cl. Cell line: RPMI-8226. Synergy scores: CSS=79.0, Synergy_ZIP=-0.325, Synergy_Bliss=-1.02, Synergy_Loewe=3.39, Synergy_HSA=6.14.